From a dataset of Full USPTO retrosynthesis dataset with 1.9M reactions from patents (1976-2016). Predict the reactants needed to synthesize the given product. (1) Given the product [CH3:1][S:2][C:3]1[NH:7][N:6]=[C:5]([C:8]2[NH:12][C:11]3[CH:21]=[CH:22][C:23]([C:25]([F:28])([F:26])[F:27])=[CH:24][C:10]=3[N:9]=2)[CH:4]=1, predict the reactants needed to synthesize it. The reactants are: [CH3:1][S:2][C:3]1[NH:7][N:6]=[C:5]([C:8]2[N:12](COCC[Si](C)(C)C)[C:11]3[CH:21]=[CH:22][C:23]([C:25]([F:28])([F:27])[F:26])=[CH:24][C:10]=3[N:9]=2)[CH:4]=1.CSC1NN=C(N2C3C=CC(C(F)(F)F)=CC=3N=C2)C=1. (2) Given the product [CH:11]([C:8]1[CH:9]=[C:10]2[C:5](=[CH:6][CH:7]=1)[N:4]([CH3:14])[N:3]=[C:2]2[Sn:24]([CH2:26][CH2:27][CH2:28][CH3:29])([CH2:30][CH2:31][CH2:32][CH3:33])[CH2:20][CH2:21][CH2:22][CH3:23])([CH3:13])[CH3:12], predict the reactants needed to synthesize it. The reactants are: I[C:2]1[C:10]2[C:5](=[CH:6][CH:7]=[C:8]([CH:11]([CH3:13])[CH3:12])[CH:9]=2)[N:4]([CH3:14])[N:3]=1.C([Mg]Cl)(C)C.[CH2:20]([Sn:24]([CH2:30][CH2:31][CH2:32][CH3:33])([CH2:26][CH2:27][CH2:28][CH3:29])Cl)[CH2:21][CH2:22][CH3:23]. (3) The reactants are: Cl.[CH:2]1([C:7]2[CH:11]=[C:10]([NH:12][C:13]3[C:14]4[CH2:29][CH2:28][CH2:27][C:15]=4[N:16]=[C:17]([N:19]4[CH2:23][CH2:22][CH2:21][CH:20]4[C:24]([OH:26])=O)[N:18]=3)[NH:9][N:8]=2)[CH2:6][CH2:5][CH2:4][CH2:3]1.[NH:30]1[CH2:34][CH2:33][CH2:32][CH2:31]1.CCN=C=NCCCN(C)C.Cl.C1C=CC2N(O)N=NC=2C=1.CCN(C(C)C)C(C)C. Given the product [CH:2]1([C:7]2[NH:8][N:9]=[C:10]([NH:12][C:13]3[C:14]4[CH2:29][CH2:28][CH2:27][C:15]=4[N:16]=[C:17]([N:19]4[CH2:23][CH2:22][CH2:21][C@H:20]4[C:24]([N:30]4[CH2:34][CH2:33][CH2:32][CH2:31]4)=[O:26])[N:18]=3)[CH:11]=2)[CH2:3][CH2:4][CH2:5][CH2:6]1, predict the reactants needed to synthesize it.